This data is from NCI-60 drug combinations with 297,098 pairs across 59 cell lines. The task is: Regression. Given two drug SMILES strings and cell line genomic features, predict the synergy score measuring deviation from expected non-interaction effect. (1) Synergy scores: CSS=8.74, Synergy_ZIP=-1.15, Synergy_Bliss=4.08, Synergy_Loewe=2.34, Synergy_HSA=3.63. Drug 1: CS(=O)(=O)CCNCC1=CC=C(O1)C2=CC3=C(C=C2)N=CN=C3NC4=CC(=C(C=C4)OCC5=CC(=CC=C5)F)Cl. Drug 2: COCCOC1=C(C=C2C(=C1)C(=NC=N2)NC3=CC=CC(=C3)C#C)OCCOC.Cl. Cell line: OVCAR-8. (2) Drug 1: C1=C(C(=O)NC(=O)N1)N(CCCl)CCCl. Drug 2: CN1C2=C(C=C(C=C2)N(CCCl)CCCl)N=C1CCCC(=O)O.Cl. Cell line: SN12C. Synergy scores: CSS=35.4, Synergy_ZIP=-3.85, Synergy_Bliss=-2.14, Synergy_Loewe=-17.3, Synergy_HSA=-2.85. (3) Drug 1: CC1C(C(CC(O1)OC2CC(CC3=C2C(=C4C(=C3O)C(=O)C5=C(C4=O)C(=CC=C5)OC)O)(C(=O)C)O)N)O.Cl. Drug 2: CC12CCC3C(C1CCC2O)C(CC4=C3C=CC(=C4)O)CCCCCCCCCS(=O)CCCC(C(F)(F)F)(F)F. Cell line: A549. Synergy scores: CSS=28.7, Synergy_ZIP=-5.98, Synergy_Bliss=-1.75, Synergy_Loewe=-18.0, Synergy_HSA=-1.99. (4) Drug 2: C1=NC(=NC(=O)N1C2C(C(C(O2)CO)O)O)N. Drug 1: C1CCC(CC1)NC(=O)N(CCCl)N=O. Synergy scores: CSS=37.3, Synergy_ZIP=-2.81, Synergy_Bliss=0.571, Synergy_Loewe=-5.07, Synergy_HSA=0.0609. Cell line: CCRF-CEM. (5) Drug 1: C1=CC(=CC=C1C#N)C(C2=CC=C(C=C2)C#N)N3C=NC=N3. Drug 2: C(CCl)NC(=O)N(CCCl)N=O. Cell line: BT-549. Synergy scores: CSS=2.16, Synergy_ZIP=-1.76, Synergy_Bliss=-1.22, Synergy_Loewe=-0.382, Synergy_HSA=-0.217. (6) Drug 1: C1CC(=O)NC(=O)C1N2C(=O)C3=CC=CC=C3C2=O. Drug 2: C1CN(P(=O)(OC1)NCCCl)CCCl. Cell line: SW-620. Synergy scores: CSS=3.79, Synergy_ZIP=-0.324, Synergy_Bliss=0.221, Synergy_Loewe=2.58, Synergy_HSA=-0.191.